This data is from Reaction yield outcomes from USPTO patents with 853,638 reactions. The task is: Predict the reaction yield, written as a fraction of the theoretical maximum amount of product (1.0 means a 100% yield; for example, 0.34 means a 34% yield). (1) The reactants are [CH3:1][C:2]1[S:22][C:5]2[N:6]=[C:7]([S:20][CH3:21])[N:8]=[C:9]([C:10]3[CH:15]=[CH:14][C:13]([C:16]([F:19])([F:18])[F:17])=[CH:12][CH:11]=3)[C:4]=2[CH:3]=1.ClC1C=CC=C(C(OO)=[O:31])C=1.[OH-:34].[Na+]. The catalyst is C(Cl)Cl. The product is [CH3:1][C:2]1[S:22][C:5]2[N:6]=[C:7]([S:20]([CH3:21])(=[O:31])=[O:34])[N:8]=[C:9]([C:10]3[CH:15]=[CH:14][C:13]([C:16]([F:18])([F:19])[F:17])=[CH:12][CH:11]=3)[C:4]=2[CH:3]=1.[CH3:1][C:2]1[S:22][C:5]2[N:6]=[C:7]([S:20]([CH3:21])=[O:31])[N:8]=[C:9]([C:10]3[CH:15]=[CH:14][C:13]([C:16]([F:18])([F:19])[F:17])=[CH:12][CH:11]=3)[C:4]=2[CH:3]=1. The yield is 0.640. (2) The product is [NH2:19][C:12]1[CH:13]=[C:14]([CH:17]=[CH:18][C:11]=1[S:10][C:4]1[CH:5]=[C:6]([CH3:9])[CH:7]=[CH:8][C:3]=1[CH3:2])[C:15]#[N:16]. The reactants are [Sn].[CH3:2][C:3]1[CH:8]=[CH:7][C:6]([CH3:9])=[CH:5][C:4]=1[S:10][C:11]1[CH:18]=[CH:17][C:14]([C:15]#[N:16])=[CH:13][C:12]=1[N+:19]([O-])=O.CCOC(C)=O.O. The yield is 0.650. The catalyst is CCO.Cl.